From a dataset of Forward reaction prediction with 1.9M reactions from USPTO patents (1976-2016). Predict the product of the given reaction. (1) Given the reactants Cl[CH2:2][C:3]1[N:4]=[C:5]2[S:12][CH:11]=[C:10]([CH3:13])[N:6]2[C:7](=[O:9])[CH:8]=1.ClCC1N(C)N=C(C)N=1.[CH:23]1([C:28]2([CH2:36][CH2:37][C:38]3[CH:43]=[CH:42][C:41]([O:44][CH3:45])=[CH:40][CH:39]=3)[O:33][C:32](=[O:34])[CH2:31][C:30](=[O:35])[CH2:29]2)[CH2:27][CH2:26][CH2:25][CH2:24]1, predict the reaction product. The product is: [CH:23]1([C:28]2([CH2:36][CH2:37][C:38]3[CH:43]=[CH:42][C:41]([O:44][CH3:45])=[CH:40][CH:39]=3)[O:33][C:32](=[O:34])[C:31]([CH2:2][C:3]3[N:4]=[C:5]4[S:12][CH:11]=[C:10]([CH3:13])[N:6]4[C:7](=[O:9])[CH:8]=3)=[C:30]([OH:35])[CH2:29]2)[CH2:27][CH2:26][CH2:25][CH2:24]1. (2) Given the reactants C([N:4]1[C:12]2[C:7](=[CH:8][C:9]([S:13]([NH2:16])(=[O:15])=[O:14])=[CH:10][CH:11]=2)[CH2:6][CH2:5]1)(=O)C.Cl, predict the reaction product. The product is: [NH:4]1[C:12]2[C:7](=[CH:8][C:9]([S:13]([NH2:16])(=[O:14])=[O:15])=[CH:10][CH:11]=2)[CH2:6][CH2:5]1.